From a dataset of Forward reaction prediction with 1.9M reactions from USPTO patents (1976-2016). Predict the product of the given reaction. (1) Given the reactants C([Sn](CCCC)(CCCC)[C:6]([O:8]CC)=[CH2:7])CCC.Br[C:20]1[CH:21]=[C:22]([O:34][CH2:35][CH3:36])[C:23]([O:30]COC)=[C:24]([C:26]([CH3:29])([CH3:28])[CH3:27])[CH:25]=1.C(OCC)(=O)C, predict the reaction product. The product is: [C:26]([C:24]1[CH:25]=[C:20]([C:6](=[O:8])[CH3:7])[CH:21]=[C:22]([O:34][CH2:35][CH3:36])[C:23]=1[OH:30])([CH3:27])([CH3:28])[CH3:29]. (2) Given the reactants [CH2:1]([C:3]1[CH:11]=[C:10]([CH2:12][CH3:13])[C:9](I)=[CH:8][C:4]=1[C:5]([OH:7])=[O:6])[CH3:2].[Li]CCCC.Cl[C:21]([O:23][CH3:24])=[O:22], predict the reaction product. The product is: [CH2:1]([C:3]1[CH:11]=[C:10]([CH2:12][CH3:13])[C:9]([C:21]([O:23][CH3:24])=[O:22])=[CH:8][C:4]=1[C:5]([OH:7])=[O:6])[CH3:2]. (3) Given the reactants Br[C:2]1[CH:9]=[CH:8][C:5]([C:6]#[N:7])=[C:4]([O:10][CH2:11][CH3:12])[CH:3]=1.CC1(C)C(C)(C)OB([C:21]2[CH:22]=[N:23][CH:24]=[C:25]([CH:28]=2)[CH:26]=[O:27])O1.C(=O)([O-])[O-].[Na+].[Na+], predict the reaction product. The product is: [CH2:11]([O:10][C:4]1[CH:3]=[C:2]([C:21]2[CH:22]=[N:23][CH:24]=[C:25]([CH:26]=[O:27])[CH:28]=2)[CH:9]=[CH:8][C:5]=1[C:6]#[N:7])[CH3:12]. (4) Given the reactants [C:1]1([CH3:19])[CH:6]=[CH:5][CH:4]=[CH:3][C:2]=1[N:7]1[CH:11]=[CH:10][N:9]=[C:8]1[C:12]1[CH:13]=[C:14]([OH:18])[CH:15]=[CH:16][CH:17]=1.I[C:21]1[CH:22]=[C:23]([C:27]2[N:28]([C:32]3[CH:37]=[CH:36][CH:35]=[CH:34][C:33]=3[CH3:38])[CH:29]=[CH:30][N:31]=2)[CH:24]=[CH:25][CH:26]=1.N1C=CC=CC=1C(O)=O.O.[O-]P([O-])([O-])=O.[K+].[K+].[K+], predict the reaction product. The product is: [O:18]([C:25]1[CH:24]=[C:23]([C:27]2[N:28]([C:32]3[CH:37]=[CH:36][CH:35]=[CH:34][C:33]=3[CH3:38])[CH:29]=[CH:30][N:31]=2)[CH:22]=[CH:21][CH:26]=1)[C:14]1[CH:13]=[C:12]([C:8]2[N:7]([C:2]3[CH:3]=[CH:4][CH:5]=[CH:6][C:1]=3[CH3:19])[CH:11]=[CH:10][N:9]=2)[CH:17]=[CH:16][CH:15]=1. (5) Given the reactants CC([N:5]([C@@H:9]([CH3:28])[C:10]([NH:12][C@@H:13]([CH2:20][CH2:21][C:22]1[CH:27]=[CH:26][CH:25]=[CH:24][CH:23]=1)/[CH:14]=[CH:15]/[C:16]([NH:18][CH3:19])=[O:17])=[O:11])C(=O)[O-])(C)C.C(O)(C(F)(F)F)=O.C(Cl)[Cl:37], predict the reaction product. The product is: [ClH:37].[NH2:5][C@H:9]([C:10]([NH:12][C@@H:13]([CH2:20][CH2:21][C:22]1[CH:23]=[CH:24][CH:25]=[CH:26][CH:27]=1)/[CH:14]=[CH:15]/[C:16]([NH:18][CH3:19])=[O:17])=[O:11])[CH3:28].